Dataset: Reaction yield outcomes from USPTO patents with 853,638 reactions. Task: Predict the reaction yield, written as a fraction of the theoretical maximum amount of product (1.0 means a 100% yield; for example, 0.34 means a 34% yield). (1) The reactants are [O:1]=[C:2]1[CH:7]=[CH:6][CH:5]=[CH:4][N:3]1[CH2:8][C:9]([O:11][CH2:12][CH3:13])=[O:10].C(O[CH:17](OCC)[N:18]([CH3:20])[CH3:19])C. The catalyst is CN(C=O)C. The product is [CH3:17][N:18]([CH3:20])[CH:19]=[C:8]([N:3]1[CH:4]=[CH:5][CH:6]=[CH:7][C:2]1=[O:1])[C:9]([O:11][CH2:12][CH3:13])=[O:10]. The yield is 0.850. (2) The reactants are [CH2:1]([O:8][C:9]1[CH:14]=[C:13]([O:15][CH2:16][C:17]2[CH:22]=[CH:21][CH:20]=[CH:19][CH:18]=2)[C:12]([Cl:23])=[CH:11][C:10]=1[C:24]1[O:28][N:27]=[C:26]([C:29]([NH2:31])=O)[C:25]=1[C:32]1[CH:37]=[CH:36][C:35]([F:38])=[CH:34][CH:33]=1)[C:2]1[CH:7]=[CH:6][CH:5]=[CH:4][CH:3]=1. The catalyst is C1COCC1. The product is [CH2:1]([O:8][C:9]1[CH:14]=[C:13]([O:15][CH2:16][C:17]2[CH:18]=[CH:19][CH:20]=[CH:21][CH:22]=2)[C:12]([Cl:23])=[CH:11][C:10]=1[C:24]1[O:28][N:27]=[C:26]([CH2:29][NH2:31])[C:25]=1[C:32]1[CH:37]=[CH:36][C:35]([F:38])=[CH:34][CH:33]=1)[C:2]1[CH:7]=[CH:6][CH:5]=[CH:4][CH:3]=1. The yield is 0.770. (3) The reactants are F[C:2]1[CH:15]=[CH:14][CH:13]=[CH:12][C:3]=1[C:4]([C:6]1[CH:11]=[CH:10][CH:9]=[CH:8][CH:7]=1)=O.[NH2:16][NH2:17]. The catalyst is O. The product is [C:6]1([C:4]2[C:3]3[C:2](=[CH:15][CH:14]=[CH:13][CH:12]=3)[NH:17][N:16]=2)[CH:7]=[CH:8][CH:9]=[CH:10][CH:11]=1. The yield is 0.670. (4) The reactants are [C:1]([N:8]1[CH2:13][CH2:12][CH2:11][CH:10]([CH2:14][NH:15][C:16]2[CH:21]=[CH:20][CH:19]=[CH:18][CH:17]=2)[CH2:9]1)([O:3][C:4]([CH3:7])([CH3:6])[CH3:5])=[O:2].[S:22]1[CH:26]=[CH:25][CH:24]=[C:23]1[C:27](Cl)=[O:28]. The catalyst is C(Cl)Cl. The product is [C:1]([N:8]1[CH2:13][CH2:12][CH2:11][CH:10]([CH2:14][N:15]([C:16]2[CH:21]=[CH:20][CH:19]=[CH:18][CH:17]=2)[C:27]([C:23]2[S:22][CH:26]=[CH:25][CH:24]=2)=[O:28])[CH2:9]1)([O:3][C:4]([CH3:6])([CH3:7])[CH3:5])=[O:2]. The yield is 0.980. (5) The product is [CH2:12]([S:13][CH:3]([CH3:4])[C:2](=[O:5])[CH3:1])[C:6]1[CH:11]=[CH:10][CH:9]=[CH:8][CH:7]=1. The reactants are [CH3:1][CH:2]([OH:5])[C:3]#[CH:4].[C:6]1([CH2:12][SH:13])[CH:11]=[CH:10][CH:9]=[CH:8][CH:7]=1. The catalyst is [N+](C)([O-])=O.CC([O-])=O.CC([O-])=O.[Pd+2]. The yield is 0.910. (6) The yield is 0.890. The reactants are [CH3:1][O:2][C:3]1[CH:4]=[C:5]([C:11]([C:13]2[CH:18]=[CH:17][C:16]([O:19][CH3:20])=[C:15]([O:21][CH2:22][CH3:23])[CH:14]=2)=O)[CH:6]=[C:7]([O:9][CH3:10])[CH:8]=1.C(OP([CH2:32][C:33]#[N:34])(=O)OCC)C.C[Si]([N-][Si](C)(C)C)(C)C.[Li+].COC1C=C(C(C2C=CC=C(OC)C=2)=CC#N)C=C(OC)C=1. The product is [CH3:1][O:2][C:3]1[CH:4]=[C:5]([C:11]([C:13]2[CH:18]=[CH:17][C:16]([O:19][CH3:20])=[C:15]([O:21][CH2:22][CH3:23])[CH:14]=2)=[CH:32][C:33]#[N:34])[CH:6]=[C:7]([O:9][CH3:10])[CH:8]=1. The catalyst is C1COCC1.